Dataset: Forward reaction prediction with 1.9M reactions from USPTO patents (1976-2016). Task: Predict the product of the given reaction. (1) Given the reactants C[Si](C)(C)[O:3][C:4](OC)([C:9]1[CH:14]=[CH:13][C:12]([N+:15]([O-:17])=[O:16])=[CH:11][CH:10]=1)[C:5]([F:8])([F:7])[F:6].Cl.O.[Cl-].[Na+], predict the reaction product. The product is: [F:6][C:5]([F:7])([F:8])[C:4]([C:9]1[CH:10]=[CH:11][C:12]([N+:15]([O-:17])=[O:16])=[CH:13][CH:14]=1)=[O:3]. (2) Given the reactants Br[CH2:2][CH2:3][CH2:4][CH2:5][C:6]([O:8][CH2:9][CH3:10])=[O:7].C(=O)(O)[O-:12].[Na+].[N+]1([O-])C=CC=CC=1, predict the reaction product. The product is: [O:12]=[CH:2][CH2:3][CH2:4][CH2:5][C:6]([O:8][CH2:9][CH3:10])=[O:7]. (3) Given the reactants C(O)(C(F)(F)F)=O.[CH2:8]([C@@H:15]([CH2:38][CH2:39][C@H:40]([CH2:63][C:64]1[CH:69]=[CH:68][CH:67]=[CH:66][CH:65]=1)[C:41]([NH:43][C@@H:44]1[C:50](=[O:51])[N:49]2[C@H:52]([C:56]([O:58]C(C)(C)C)=[O:57])[CH2:53][CH2:54][CH2:55][N:48]2[CH2:47][CH2:46][CH2:45]1)=[O:42])[C:16]([NH:18][C@@H:19]1[C:25](=[O:26])[N:24]2[C@H:27]([C:31]([O:33]C(C)(C)C)=[O:32])[CH2:28][CH2:29][CH2:30][N:23]2[CH2:22][CH2:21][CH2:20]1)=[O:17])[C:9]1[CH:14]=[CH:13][CH:12]=[CH:11][CH:10]=1, predict the reaction product. The product is: [CH2:8]([C@@H:15]([CH2:38][CH2:39][C@H:40]([CH2:63][C:64]1[CH:65]=[CH:66][CH:67]=[CH:68][CH:69]=1)[C:41]([NH:43][C@@H:44]1[C:50](=[O:51])[N:49]2[C@H:52]([C:56]([OH:58])=[O:57])[CH2:53][CH2:54][CH2:55][N:48]2[CH2:47][CH2:46][CH2:45]1)=[O:42])[C:16]([NH:18][C@@H:19]1[C:25](=[O:26])[N:24]2[C@H:27]([C:31]([OH:33])=[O:32])[CH2:28][CH2:29][CH2:30][N:23]2[CH2:22][CH2:21][CH2:20]1)=[O:17])[C:9]1[CH:14]=[CH:13][CH:12]=[CH:11][CH:10]=1.